This data is from Full USPTO retrosynthesis dataset with 1.9M reactions from patents (1976-2016). The task is: Predict the reactants needed to synthesize the given product. (1) Given the product [F:1][C:2]1[CH:3]=[CH:4][C:5]([N:8]2[C:11](=[O:12])[C@H:10]([S:13][CH2:14][CH:15]([C:17]3[CH:22]=[CH:21][C:20]([F:23])=[CH:19][CH:18]=3)[OH:16])[C@H:9]2[C:24]2[CH:25]=[CH:26][C:27]([O:28][CH2:29][C:39]([NH:40][CH2:41][C:42]([NH:68][C@H:69]([CH2:73][CH2:74][C:75]3[CH:80]=[CH:79][CH:78]=[CH:77][CH:76]=3)[C:70]([OH:72])=[O:71])=[O:43])=[O:53])=[CH:37][CH:38]=2)=[CH:6][CH:7]=1, predict the reactants needed to synthesize it. The reactants are: [F:1][C:2]1[CH:7]=[CH:6][C:5]([N:8]2[C:11](=[O:12])[C@H:10]([S:13][CH2:14][C:15]([C:17]3[CH:22]=[CH:21][C:20]([F:23])=[CH:19][CH:18]=3)=[O:16])[C@H:9]2[C:24]2[CH:38]=[CH:37][C:27]([O:28][CH2:29]C(NCC(O)=O)=O)=[CH:26][CH:25]=2)=[CH:4][CH:3]=1.[CH3:39][N:40]1CC[O:43][CH2:42][CH2:41]1.CN(C([O:53]N1N=NC2C=CC=CC1=2)=[N+](C)C)C.[B-](F)(F)(F)F.[NH2:68][C@H:69]([CH2:73][CH2:74][C:75]1[CH:80]=[CH:79][CH:78]=[CH:77][CH:76]=1)[C:70]([OH:72])=[O:71].[BH4-].[Na+].C([O-])(=O)C.[NH4+]. (2) Given the product [CH:10]1([CH2:13][O:14][C:15]2[CH:16]=[C:17]([N:25]3[CH2:30][CH2:29][N:28]([C:7](=[O:9])[CH2:6][C:4]4[N:3]=[CH:2][NH:1][CH:5]=4)[C@@H:27]([CH2:31][CH:32]([CH3:34])[CH3:33])[CH2:26]3)[CH:18]=[CH:19][C:20]=2[O:21][CH:22]([F:23])[F:24])[CH2:12][CH2:11]1, predict the reactants needed to synthesize it. The reactants are: [NH:1]1[CH:5]=[C:4]([CH2:6][C:7]([OH:9])=O)[N:3]=[CH:2]1.[CH:10]1([CH2:13][O:14][C:15]2[CH:16]=[C:17]([N:25]3[CH2:30][CH2:29][NH:28][C@@H:27]([CH2:31][CH:32]([CH3:34])[CH3:33])[CH2:26]3)[CH:18]=[CH:19][C:20]=2[O:21][CH:22]([F:24])[F:23])[CH2:12][CH2:11]1. (3) Given the product [NH2:1][CH2:2][C@H:3]1[CH2:4][CH2:5][C@H:6]([C:9]([O:11][CH3:16])=[O:10])[CH2:7][CH2:8]1, predict the reactants needed to synthesize it. The reactants are: [NH2:1][CH2:2][C@H:3]1[CH2:8][CH2:7][C@H:6]([C:9]([OH:11])=[O:10])[CH2:5][CH2:4]1.S(Cl)(Cl)=O.[CH3:16]O.